Dataset: Full USPTO retrosynthesis dataset with 1.9M reactions from patents (1976-2016). Task: Predict the reactants needed to synthesize the given product. (1) Given the product [N:21]([C@H:7]1[CH2:6][N:5]([C:14]([O:16][C:17]([CH3:20])([CH3:19])[CH3:18])=[O:15])[C@@H:4]([CH2:3][O:2][CH3:1])[CH2:8]1)=[N+:22]=[N-:23], predict the reactants needed to synthesize it. The reactants are: [CH3:1][O:2][CH2:3][C@H:4]1[CH2:8][C@H:7](OS(C)(=O)=O)[CH2:6][N:5]1[C:14]([O:16][C:17]([CH3:20])([CH3:19])[CH3:18])=[O:15].[N-:21]=[N+:22]=[N-:23].[Na+]. (2) Given the product [Br:1][C:2]1[CH:3]=[CH:4][CH:5]=[C:6]([CH2:8][N:10]2[CH2:15][CH2:14][CH2:13][CH2:12][CH2:11]2)[N:7]=1, predict the reactants needed to synthesize it. The reactants are: [Br:1][C:2]1[N:7]=[C:6]([CH:8]=O)[CH:5]=[CH:4][CH:3]=1.[NH:10]1[CH2:15][CH2:14][CH2:13][CH2:12][CH2:11]1.C(O)(=O)C.C(O[BH-](OC(=O)C)OC(=O)C)(=O)C.[Na+].C(=O)([O-])O.[Na+]. (3) Given the product [ClH:34].[ClH:34].[Cl:34][C:33]1[CH:32]=[CH:31][N:30]=[CH:29][C:28]=1[C:25]1[CH:26]=[CH:27][C:22]([CH2:21][CH:9]2[C:10]3[CH:11]=[C:12]4[O:20][CH2:19][O:18][C:13]4=[CH:14][C:15]=3[CH2:16][CH2:17][NH:8]2)=[CH:23][CH:24]=1, predict the reactants needed to synthesize it. The reactants are: C(OC([N:8]1[CH2:17][CH2:16][C:15]2[CH:14]=[C:13]3[O:18][CH2:19][O:20][C:12]3=[CH:11][C:10]=2[CH:9]1[CH2:21][C:22]1[CH:27]=[CH:26][C:25]([C:28]2[CH:29]=[N:30][CH:31]=[CH:32][C:33]=2[Cl:34])=[CH:24][CH:23]=1)=O)(C)(C)C.FC(F)(F)C(O)=O.